From a dataset of Forward reaction prediction with 1.9M reactions from USPTO patents (1976-2016). Predict the product of the given reaction. Given the reactants Br[C:2]1[N:3]=[C:4]([CH3:7])[S:5][CH:6]=1.C([Li])CCC.[CH2:13]([Sn:17](Cl)([CH2:22][CH2:23][CH2:24][CH3:25])[CH2:18][CH2:19][CH2:20][CH3:21])[CH2:14][CH2:15][CH3:16].O, predict the reaction product. The product is: [CH3:7][C:4]1[S:5][CH:6]=[C:2]([Sn:17]([CH2:18][CH2:19][CH2:20][CH3:21])([CH2:22][CH2:23][CH2:24][CH3:25])[CH2:13][CH2:14][CH2:15][CH3:16])[N:3]=1.